From a dataset of HIV replication inhibition screening data with 41,000+ compounds from the AIDS Antiviral Screen. Binary Classification. Given a drug SMILES string, predict its activity (active/inactive) in a high-throughput screening assay against a specified biological target. The drug is COC(=O)c1nc(-c2ccc(Cl)c(Cl)c2)nc2ccc(Cl)cc12. The result is 0 (inactive).